Dataset: Blood-brain barrier permeability classification from the B3DB database. Task: Regression/Classification. Given a drug SMILES string, predict its absorption, distribution, metabolism, or excretion properties. Task type varies by dataset: regression for continuous measurements (e.g., permeability, clearance, half-life) or binary classification for categorical outcomes (e.g., BBB penetration, CYP inhibition). Dataset: b3db_classification. (1) The molecule is O=C1NC(=O)[C@]2(c3ccc(Cl)cc3)C[C@@H]12. The result is 1 (penetrates BBB). (2) The drug is Cc1c(I)c(=O)n(-c2ccccc2)n1C. The result is 1 (penetrates BBB). (3) The molecule is C[C@H](Cc1ccccc1)N(C)C. The result is 1 (penetrates BBB). (4) The drug is CC12CC(=O)C3C(CCC4CC(O)CCC43C)C1CCC2C(=O)CO. The result is 1 (penetrates BBB). (5) The compound is CCN(CC)c1ccc(C(=C2C=CC(=[N+](CC)CC)C=C2)c2cc(S(=O)(=O)O)ccc2S(=O)(=O)O)cc1. The result is 0 (does not penetrate BBB).